Dataset: Full USPTO retrosynthesis dataset with 1.9M reactions from patents (1976-2016). Task: Predict the reactants needed to synthesize the given product. Given the product [CH2:32]([C:31]1[N:6]=[C:4]([CH:3]([CH3:7])[CH3:2])[NH:5][C:27](=[O:28])[C:26]=1[CH2:25][C:22]1[CH:21]=[CH:20][C:19]([C:14]2[C:13]([C:11]#[N:12])=[CH:18][CH:17]=[CH:16][CH:15]=2)=[CH:24][CH:23]=1)[CH2:33][CH2:34][CH3:35], predict the reactants needed to synthesize it. The reactants are: Cl.[CH3:2][CH:3]([CH3:7])[C:4](=[NH:6])[NH2:5].C[O-].[Na+].[C:11]([C:13]1[CH:18]=[CH:17][CH:16]=[CH:15][C:14]=1[C:19]1[CH:24]=[CH:23][C:22]([CH2:25][CH:26]([C:31](=O)[CH2:32][CH2:33][CH2:34][CH3:35])[C:27](OC)=[O:28])=[CH:21][CH:20]=1)#[N:12].